From a dataset of Full USPTO retrosynthesis dataset with 1.9M reactions from patents (1976-2016). Predict the reactants needed to synthesize the given product. (1) Given the product [OH:1][CH2:2][C:3]([C@H:5]([CH2:7][OH:8])[OH:6])=[O:4].[O:15]=[CH:14][C@H:12]([C@H:10]([CH2:9][OH:16])[OH:11])[OH:13], predict the reactants needed to synthesize it. The reactants are: [O:1]=[CH:2][C@H:3]([C@H:5]([CH2:7][OH:8])[OH:6])[OH:4].[CH2:9]([OH:16])[C@@H:10]([C@@H:12]([CH2:14][OH:15])[OH:13])[OH:11]. (2) Given the product [OH:39][CH:13]([CH2:14][CH2:15][CH2:16][CH2:17][CH3:18])[CH2:12][CH2:11][CH:10]=[CH:9][CH2:8][CH:7]=[CH:6][CH2:5][CH2:4][CH2:3][CH2:2][C:1]([OH:20])=[O:19], predict the reactants needed to synthesize it. The reactants are: [C:1]([OH:20])(=[O:19])[CH2:2][CH2:3][CH2:4][CH2:5][CH2:6][CH2:7][CH2:8]/[CH:9]=[CH:10]\[CH2:11]/[CH:12]=[CH:13]\[CH2:14][CH2:15][CH2:16][CH2:17][CH3:18].C(O)(=[O:39])CCCC/C=C\C/C=C\C/C=C\CCCCC. (3) The reactants are: [C:1]([NH:4][C:5]1[CH:6]=[C:7]2[C:13]([C:14]3[CH:15]=[C:16]([NH:20][C@H:21]([C:25]([NH:27][CH2:28][C:29]([F:32])([F:31])[F:30])=[O:26])[CH:22]([CH3:24])[CH3:23])[CH:17]=[N:18][CH:19]=3)=[CH:12][N:11](COCC[Si](C)(C)C)[C:8]2=[N:9][CH:10]=1)(=[O:3])[CH3:2].C(O)(C(F)(F)F)=O.C(N)CN.[OH-].[Na+]. Given the product [C:1]([NH:4][C:5]1[CH:6]=[C:7]2[C:13]([C:14]3[CH:15]=[C:16]([NH:20][C@H:21]([C:25]([NH:27][CH2:28][C:29]([F:31])([F:32])[F:30])=[O:26])[CH:22]([CH3:24])[CH3:23])[CH:17]=[N:18][CH:19]=3)=[CH:12][NH:11][C:8]2=[N:9][CH:10]=1)(=[O:3])[CH3:2], predict the reactants needed to synthesize it.